Dataset: Catalyst prediction with 721,799 reactions and 888 catalyst types from USPTO. Task: Predict which catalyst facilitates the given reaction. (1) Reactant: [O:1]1[CH2:6][CH2:5][C@:4]2([C:19]3[C:14](=[N:15][CH:16]=[CH:17][CH:18]=3)[O:13][C:12]3[C:7]2=[CH:8][C:9]([NH2:20])=[CH:10][CH:11]=3)[N:3]=[C:2]1[NH2:21].[Cl:22][C:23]1[CH:24]=[CH:25][C:26]([C:29](O)=[O:30])=[N:27][CH:28]=1.[Cl-].COC1N=C(OC)N=C([N+]2(C)CCOCC2)N=1. Product: [NH2:21][C:2]1[O:1][CH2:6][CH2:5][C@:4]2([C:19]3[C:14](=[N:15][CH:16]=[CH:17][CH:18]=3)[O:13][C:12]3[C:7]2=[CH:8][C:9]([NH:20][C:29](=[O:30])[C:26]2[CH:25]=[CH:24][C:23]([Cl:22])=[CH:28][N:27]=2)=[CH:10][CH:11]=3)[N:3]=1. The catalyst class is: 191. (2) Reactant: CC1(C)C(C)(C)OB([C:9]2[CH:10]=[C:11]3[C:16](=[N:17][CH:18]=2)[N:15]([C:19]([NH2:21])=[O:20])[CH2:14][CH2:13][CH2:12]3)O1.Br[C:24]1[CH:25]=[C:26]([C:30]([OH:36])([CH3:35])[C:31]([F:34])([F:33])[F:32])[CH:27]=[N:28][CH:29]=1.C([O-])([O-])=O.[Na+].[Na+].O. Product: [F:34][C:31]([F:32])([F:33])[C:30]([C:26]1[CH:25]=[C:24]([C:9]2[CH:10]=[C:11]3[C:16](=[N:17][CH:18]=2)[N:15]([C:19]([NH2:21])=[O:20])[CH2:14][CH2:13][CH2:12]3)[CH:29]=[N:28][CH:27]=1)([OH:36])[CH3:35]. The catalyst class is: 12. (3) Reactant: [F:1][H-]F.[K+].CCCC[N+](CCCC)(CCCC)CCCC.F.F.[F-].[CH2:25]([O:32][CH2:33][C:34]12[O:40][CH:39]1[CH2:38][N:37]([C:41]([O:43][C:44]([CH3:47])([CH3:46])[CH3:45])=[O:42])[CH2:36][CH2:35]2)[C:26]1[CH:31]=[CH:30][CH:29]=[CH:28][CH:27]=1. Product: [CH2:25]([O:32][CH2:33][C:34]1([OH:40])[CH2:35][CH2:36][N:37]([C:41]([O:43][C:44]([CH3:47])([CH3:46])[CH3:45])=[O:42])[CH2:38][CH:39]1[F:1])[C:26]1[CH:31]=[CH:30][CH:29]=[CH:28][CH:27]=1. The catalyst class is: 22. (4) Reactant: [OH-].[K+].[CH2:3]([O:5][C@@H:6]([CH2:10][C:11]1[CH:16]=[CH:15][C:14]([O:17][CH2:18][C:19](=[O:29])[NH:20][CH2:21][CH2:22][C:23]2[CH:28]=[CH:27][CH:26]=[CH:25][CH:24]=2)=[CH:13][CH:12]=1)[C:7]([OH:9])=[O:8])[CH3:4].Br[CH2:31][CH2:32][CH2:33][CH2:34][CH2:35][CH3:36].C(OC(C)C)(C)C. Product: [CH2:3]([O:5][C@@H:6]([CH2:10][C:11]1[CH:16]=[CH:15][C:14]([O:17][CH2:18][C:19]([N:20]([CH2:31][CH2:32][CH2:33][CH2:34][CH2:35][CH3:36])[CH2:21][CH2:22][C:23]2[CH:28]=[CH:27][CH:26]=[CH:25][CH:24]=2)=[O:29])=[CH:13][CH:12]=1)[C:7]([OH:9])=[O:8])[CH3:4]. The catalyst class is: 16. (5) Reactant: [Br:1][CH2:2][CH2:3][C:4](Cl)=[O:5].[NH2:7][CH2:8][CH2:9][S:10][C:11]([C:24]1[CH:29]=[CH:28][CH:27]=[CH:26][CH:25]=1)([C:18]1[CH:23]=[CH:22][CH:21]=[CH:20][CH:19]=1)[C:12]1[CH:17]=[CH:16][CH:15]=[CH:14][CH:13]=1.CCN(C(C)C)C(C)C.CC(O)=O. Product: [Br:1][CH2:2][CH2:3][C:4]([NH:7][CH2:8][CH2:9][S:10][C:11]([C:18]1[CH:23]=[CH:22][CH:21]=[CH:20][CH:19]=1)([C:12]1[CH:13]=[CH:14][CH:15]=[CH:16][CH:17]=1)[C:24]1[CH:29]=[CH:28][CH:27]=[CH:26][CH:25]=1)=[O:5]. The catalyst class is: 2. (6) Reactant: CN(C(ON1N=NC2C=CC=NC1=2)=[N+](C)C)C.F[P-](F)(F)(F)(F)F.[CH3:25][O:26][C:27]1[CH:32]=[CH:31][CH:30]=[CH:29][C:28]=1[C:33]1[CH:38]=[CH:37][C:36]([C:39]([OH:41])=O)=[C:35]([N+:42]([O-:44])=[O:43])[CH:34]=1.Cl.[CH3:46][C:47]([O:50][C@H:51]([CH3:58])[C@@H:52]([C:54]([O:56][CH3:57])=[O:55])[NH2:53])([CH3:49])[CH3:48].C(N(C(C)C)CC)(C)C. Product: [CH3:49][C:47]([O:50][C@H:51]([CH3:58])[C@@H:52]([C:54]([O:56][CH3:57])=[O:55])[NH:53][C:39]([C:36]1[CH:37]=[CH:38][C:33]([C:28]2[CH:29]=[CH:30][CH:31]=[CH:32][C:27]=2[O:26][CH3:25])=[CH:34][C:35]=1[N+:42]([O-:44])=[O:43])=[O:41])([CH3:46])[CH3:48]. The catalyst class is: 39. (7) Reactant: [C:1]1([C:25]2[CH:30]=[CH:29][CH:28]=[CH:27][CH:26]=2)[CH:6]=[CH:5][C:4]([CH2:7][C@@H:8]([NH:17][C:18]([C:20]2[NH:21][N:22]=[N:23][CH:24]=2)=[O:19])[CH2:9][C@:10]([CH2:15][OH:16])([CH3:14])[C:11]([OH:13])=[O:12])=[CH:3][CH:2]=1.[CH3:31][O:32][CH2:33][CH2:34][O:35][CH2:36][CH2:37]O. Product: [CH3:31][O:32][CH2:33][CH2:34][O:35][CH2:36][CH2:37][O:12][C:11](=[O:13])[C@@:10]([CH2:15][OH:16])([CH3:14])[CH2:9][C@H:8]([NH:17][C:18]([C:20]1[NH:21][N:22]=[N:23][CH:24]=1)=[O:19])[CH2:7][C:4]1[CH:5]=[CH:6][C:1]([C:25]2[CH:30]=[CH:29][CH:28]=[CH:27][CH:26]=2)=[CH:2][CH:3]=1. The catalyst class is: 89.